This data is from Catalyst prediction with 721,799 reactions and 888 catalyst types from USPTO. The task is: Predict which catalyst facilitates the given reaction. (1) Reactant: C[C:2]1[CH:10]=[C:9](C(Cl)=O)[CH:8]=[CH:7][C:3]=1[C:4](Cl)=[O:5].[C:14]1([CH3:23])[CH:19]=[CH:18][CH:17]=[CH:16][C:15]=1B(O)O.[C:24](=[O:27])([O-])[O-:25].[Cs+].[Cs+].[C:30]1(C)C=CC=CC=1. Product: [CH3:23][C:14]1[CH:19]=[CH:18][CH:17]=[CH:16][C:15]=1[C:4]([C:3]1[CH:7]=[CH:8][C:9]([C:24]([O:25][CH3:30])=[O:27])=[CH:10][CH:2]=1)=[O:5]. The catalyst class is: 73. (2) Reactant: [CH3:1][C:2]1[N:3]([C:7]2[CH:12]=[CH:11][C:10]([NH:13][C:14]3[N:15]=[C:16](OS(C(F)(F)F)(=O)=O)[C:17]4[CH2:23][N:22]([C:24]([O:26][C:27]([CH3:30])([CH3:29])[CH3:28])=[O:25])[CH2:21][CH2:20][C:18]=4[N:19]=3)=[CH:9][CH:8]=2)[CH:4]=[CH:5][N:6]=1.[O:39]1[CH2:43][CH2:42][CH2:41][C@@H:40]1[CH2:44][NH2:45]. Product: [CH3:1][C:2]1[N:3]([C:7]2[CH:8]=[CH:9][C:10]([NH:13][C:14]3[N:15]=[C:16]([NH:45][CH2:44][C@H:40]4[CH2:41][CH2:42][CH2:43][O:39]4)[C:17]4[CH2:23][N:22]([C:24]([O:26][C:27]([CH3:28])([CH3:30])[CH3:29])=[O:25])[CH2:21][CH2:20][C:18]=4[N:19]=3)=[CH:11][CH:12]=2)[CH:4]=[CH:5][N:6]=1. The catalyst class is: 3. (3) Reactant: [H-].[Al+3].[Li+].[H-].[H-].[H-].[CH3:7][N:8]([CH3:25])[C:9]1([C:19]2[CH:24]=[CH:23][CH:22]=[CH:21][CH:20]=2)[CH2:14][CH2:13][C:12]([CH3:18])([CH:15]=[N:16]O)[CH2:11][CH2:10]1. Product: [NH2:16][CH2:15][C:12]1([CH3:18])[CH2:11][CH2:10][C:9]([N:8]([CH3:25])[CH3:7])([C:19]2[CH:20]=[CH:21][CH:22]=[CH:23][CH:24]=2)[CH2:14][CH2:13]1. The catalyst class is: 1. (4) Reactant: [Cl:1][C:2]1[CH:3]=[C:4]([N:12]2[CH2:17][CH2:16][N:15]([CH2:18][CH2:19][CH2:20][C:21]([N:23]3[CH2:30][CH2:29][C:26]4([CH2:28][CH2:27]4)[C@H:25]([OH:31])[CH2:24]3)=[O:22])[C:14](=[O:32])[C@@H:13]2[CH3:33])[CH:5]=[CH:6][C:7]=1[C:8]([F:11])([F:10])[F:9].CCO. Product: [Cl:1][C:2]1[CH:3]=[C:4]([N:12]2[CH2:17][CH2:16][N:15]([CH2:18][CH2:19][CH2:20][C:21]([N:23]3[CH2:30][CH2:29][C:26]4([CH2:27][CH2:28]4)[C@H:25]([OH:31])[CH2:24]3)=[O:22])[C:14](=[O:32])[C@H:13]2[CH3:33])[CH:5]=[CH:6][C:7]=1[C:8]([F:11])([F:9])[F:10]. The catalyst class is: 194. (5) Reactant: O/[CH:2]=[C:3]1\[C:4](=[O:13])[NH:5][C:6]2[C:11]\1=[CH:10][CH:9]=[C:8]([F:12])[CH:7]=2.O/C=C1\C(=O)NC2C\1=CC=CC=2.[C:26]1([C:32]2[NH:36][N:35]=[C:34]([NH2:37])[CH:33]=2)[CH:31]=[CH:30][CH:29]=[CH:28][CH:27]=1.NC1C=CNN=1. Product: [F:12][C:8]1[CH:7]=[C:6]2[C:11]([C:3](=[CH:2][NH:37][C:34]3[CH:33]=[C:32]([C:26]4[CH:31]=[CH:30][CH:29]=[CH:28][CH:27]=4)[NH:36][N:35]=3)[C:4](=[O:13])[NH:5]2)=[CH:10][CH:9]=1. The catalyst class is: 7. (6) Reactant: [NH2:1][C:2]1[CH:11]=[CH:10][C:9]2[C:4](=[CH:5][CH:6]=[CH:7][CH:8]=2)[N:3]=1.N1C=CC=CC=1.Cl[C:19]([O:21][C:22]1[CH:27]=[CH:26][CH:25]=[CH:24][CH:23]=1)=[O:20]. Product: [N:3]1[C:4]2[C:9](=[CH:8][CH:7]=[CH:6][CH:5]=2)[CH:10]=[CH:11][C:2]=1[NH:1][C:19](=[O:20])[O:21][C:22]1[CH:27]=[CH:26][CH:25]=[CH:24][CH:23]=1. The catalyst class is: 47. (7) Reactant: [N+:1]([C:4]1[C:5]([NH2:11])=[C:6]([NH2:10])[CH:7]=[CH:8][CH:9]=1)([O-:3])=[O:2].[CH3:12][C:13]([CH:15]=O)=O.O. Product: [CH3:15][C:13]1[CH:12]=[N:10][C:6]2[C:5](=[C:4]([N+:1]([O-:3])=[O:2])[CH:9]=[CH:8][CH:7]=2)[N:11]=1. The catalyst class is: 8. (8) Reactant: [CH2:1]([O:8][CH2:9][C:10]1[CH:24]=[C:23]([O:25]COC)[CH:22]=[C:21]([O:29]COC)[C:11]=1[C:12]([NH:14][C:15]1[CH:20]=[CH:19][CH:18]=[CH:17][CH:16]=1)=[O:13])[C:2]1[CH:7]=[CH:6][CH:5]=[CH:4][CH:3]=1.Cl. Product: [CH2:1]([O:8][CH2:9][C:10]1[CH:24]=[C:23]([OH:25])[CH:22]=[C:21]([OH:29])[C:11]=1[C:12]([NH:14][C:15]1[CH:20]=[CH:19][CH:18]=[CH:17][CH:16]=1)=[O:13])[C:2]1[CH:3]=[CH:4][CH:5]=[CH:6][CH:7]=1. The catalyst class is: 8. (9) Reactant: CC(C)(OC(=O)[NH:6][CH2:7][CH2:8][NH:9][C:10](=[S:27])[NH:11][CH2:12][CH2:13][O:14][CH2:15][CH2:16][O:17][CH2:18][CH2:19][C:20]([O:22]C(C)(C)C)=[O:21])C.C(Cl)Cl.[C:33]([OH:39])([C:35]([F:38])([F:37])[F:36])=[O:34]. Product: [F:36][C:35]([F:38])([F:37])[C:33]([O-:39])=[O:34].[C:20]([CH2:19][CH2:18][O:17][CH2:16][CH2:15][O:14][CH2:13][CH2:12][NH:11][C:10](=[S:27])[NH:9][CH2:8][CH2:7][NH3+:6])([OH:22])=[O:21]. The catalyst class is: 6.